From a dataset of Reaction yield outcomes from USPTO patents with 853,638 reactions. Predict the reaction yield, written as a fraction of the theoretical maximum amount of product (1.0 means a 100% yield; for example, 0.34 means a 34% yield). (1) The reactants are [F:1][C:2]1[C:7]([F:8])=[CH:6][CH:5]=[CH:4][C:3]=1[NH:9][C:10](=[O:33])[CH2:11][C:12]1[NH:16][N:15]=[C:14]([NH:17][C:18]2[C:27]3[C:22](=[CH:23][C:24]([O:30][CH2:31][CH3:32])=[CH:25][C:26]=3[O:28]C)[N:21]=[CH:20][N:19]=2)[CH:13]=1.Cl.N1C=CC=CC=1.C(=O)([O-])O.[Na+]. The catalyst is N1C=CC=CC=1. The product is [F:1][C:2]1[C:7]([F:8])=[CH:6][CH:5]=[CH:4][C:3]=1[NH:9][C:10](=[O:33])[CH2:11][C:12]1[NH:16][N:15]=[C:14]([NH:17][C:18]2[C:27]3[C:22](=[CH:23][C:24]([O:30][CH2:31][CH3:32])=[CH:25][C:26]=3[OH:28])[N:21]=[CH:20][N:19]=2)[CH:13]=1. The yield is 0.770. (2) The reactants are Cl.[NH2:2][CH2:3][C:4]1[CH:12]=[CH:11][CH:10]=[C:9]2[C:5]=1[CH2:6][N:7]([CH:14]1[CH2:19][CH2:18][C:17](=[O:20])[NH:16][C:15]1=[O:21])[C:8]2=[O:13].[CH2:22]([N:25]=[C:26]=[O:27])[CH2:23][CH3:24]. The yield is 0.310. The catalyst is C(#N)C. The product is [O:21]=[C:15]1[CH:14]([N:7]2[CH2:6][C:5]3[C:9](=[CH:10][CH:11]=[CH:12][C:4]=3[CH2:3][NH:2][C:26]([NH:25][CH2:22][CH2:23][CH3:24])=[O:27])[C:8]2=[O:13])[CH2:19][CH2:18][C:17](=[O:20])[NH:16]1. (3) The reactants are [ClH:1].[F:2][C:3]([F:22])([F:21])[CH:4]([C:17]([F:20])([F:19])[F:18])[C@H:5]([NH:8][C@@H](C1C=CC=CC=1)C)[CH2:6][OH:7]. The catalyst is CO. The product is [ClH:1].[NH2:8][C@@H:5]([CH:4]([C:3]([F:2])([F:21])[F:22])[C:17]([F:18])([F:19])[F:20])[CH2:6][OH:7]. The yield is 1.00. (4) The reactants are [NH2:1][CH:2]1[CH2:7][C:6]([CH3:9])([CH3:8])[N:5]([CH3:10])[C:4]([CH3:12])([CH3:11])[CH2:3]1.[Cl:13][C:14]1[N:19]=[CH:18][C:17]([F:20])=[C:16](Cl)[N:15]=1. The catalyst is CO. The product is [ClH:13].[Cl:13][C:14]1[N:19]=[C:18]([NH:1][CH:2]2[CH2:3][C:4]([CH3:12])([CH3:11])[N:5]([CH3:10])[C:6]([CH3:8])([CH3:9])[CH2:7]2)[C:17]([F:20])=[CH:16][N:15]=1. The yield is 0.930. (5) The reactants are [Br:1][C:2]1[C:11]2[C:6](=[CH:7][C:8]([C:12]3[N:13]=[C:14]([C:17]4[CH:22]=[CH:21][CH:20]=[CH:19][CH:18]=4)[S:15][CH:16]=3)=[CH:9][CH:10]=2)[CH:5]=[CH:4][C:3]=1[OH:23].Br[CH2:25][C:26]([O:28][CH3:29])=[O:27].C(=O)([O-])[O-].[Cs+].[Cs+]. The catalyst is CC(C)=O. The product is [Br:1][C:2]1[C:11]2[C:6](=[CH:7][C:8]([C:12]3[N:13]=[C:14]([C:17]4[CH:22]=[CH:21][CH:20]=[CH:19][CH:18]=4)[S:15][CH:16]=3)=[CH:9][CH:10]=2)[CH:5]=[CH:4][C:3]=1[O:23][CH2:25][C:26]([O:28][CH3:29])=[O:27]. The yield is 0.950. (6) The reactants are [C:1]([C:4]1[CH:44]=[CH:43][C:7]2[NH:8][C:9]([C:11]3[C:12]([OH:42])=[C:13]([C:23]4[C:28]([OH:29])=[CH:27][CH:26]=[C:25]([CH2:30][NH:31][C:32]([C@@H:34]5[C@@H:38]([CH3:39])[O:37]C(C)(C)[O:35]5)=[O:33])[CH:24]=4)[CH:14]=[C:15]([C:17]([C:20](=[O:22])[NH2:21])([CH3:19])[CH3:18])[CH:16]=3)=[N:10][C:6]=2[CH:5]=1)(=[NH:3])[NH2:2]. The catalyst is Cl. The product is [C:1]([C:4]1[CH:44]=[CH:43][C:7]2[NH:8][C:9]([C:11]3[C:12]([OH:42])=[C:13]([C:23]4[C:28]([OH:29])=[CH:27][CH:26]=[C:25]([CH2:30][NH:31][C:32](=[O:33])[C@@H:34]([OH:35])[C@H:38]([OH:37])[CH3:39])[CH:24]=4)[CH:14]=[C:15]([C:17]([C:20](=[O:22])[NH2:21])([CH3:19])[CH3:18])[CH:16]=3)=[N:10][C:6]=2[CH:5]=1)(=[NH:2])[NH2:3]. The yield is 0.570.